This data is from Catalyst prediction with 721,799 reactions and 888 catalyst types from USPTO. The task is: Predict which catalyst facilitates the given reaction. The catalyst class is: 13. Reactant: O1CCCC1.[Br:6][C:7]1[CH:15]=[CH:14][C:10]([C:11](Cl)=[O:12])=[CH:9][CH:8]=1.Cl.[Cl:17][C:18]1[CH:23]=[CH:22][C:21]([C:24]([CH:26]2[CH2:31][CH2:30][NH:29][CH2:28][CH2:27]2)=[O:25])=[CH:20][CH:19]=1.[OH-].[Na+]. Product: [Br:6][C:7]1[CH:15]=[CH:14][C:10]([C:11]([N:29]2[CH2:30][CH2:31][CH:26]([C:24](=[O:25])[C:21]3[CH:20]=[CH:19][C:18]([Cl:17])=[CH:23][CH:22]=3)[CH2:27][CH2:28]2)=[O:12])=[CH:9][CH:8]=1.